Dataset: NCI-60 drug combinations with 297,098 pairs across 59 cell lines. Task: Regression. Given two drug SMILES strings and cell line genomic features, predict the synergy score measuring deviation from expected non-interaction effect. (1) Synergy scores: CSS=3.66, Synergy_ZIP=-1.29, Synergy_Bliss=-2.77, Synergy_Loewe=-5.92, Synergy_HSA=-5.66. Cell line: CCRF-CEM. Drug 2: C(CCl)NC(=O)N(CCCl)N=O. Drug 1: CCCS(=O)(=O)NC1=C(C(=C(C=C1)F)C(=O)C2=CNC3=C2C=C(C=N3)C4=CC=C(C=C4)Cl)F. (2) Drug 1: C1=NC2=C(N1)C(=S)N=C(N2)N. Drug 2: CC1=C2C(C(=O)C3(C(CC4C(C3C(C(C2(C)C)(CC1OC(=O)C(C(C5=CC=CC=C5)NC(=O)OC(C)(C)C)O)O)OC(=O)C6=CC=CC=C6)(CO4)OC(=O)C)O)C)O. Cell line: HCT116. Synergy scores: CSS=43.9, Synergy_ZIP=-3.00, Synergy_Bliss=-3.44, Synergy_Loewe=-5.06, Synergy_HSA=0.305.